Task: Predict the reaction yield, written as a fraction of the theoretical maximum amount of product (1.0 means a 100% yield; for example, 0.34 means a 34% yield).. Dataset: Reaction yield outcomes from USPTO patents with 853,638 reactions (1) The reactants are [NH2:1][C:2]1[CH:3]=[C:4]2[C:9](=[CH:10][C:11]=1[C:12]([F:15])([F:14])[F:13])[NH:8][C:7](=[O:16])[N:6]([NH:17][S:18]([CH3:21])(=[O:20])=[O:19])[C:5]2=[O:22].CO[CH:25]1[CH2:29][CH2:28][CH:27](OC)O1. The catalyst is C(O)(=O)C. The product is [O:16]=[C:7]1[N:6]([NH:17][S:18]([CH3:21])(=[O:20])=[O:19])[C:5](=[O:22])[C:4]2[C:9](=[CH:10][C:11]([C:12]([F:13])([F:15])[F:14])=[C:2]([N:1]3[CH:25]=[CH:29][CH:28]=[CH:27]3)[CH:3]=2)[NH:8]1. The yield is 0.590. (2) The reactants are [F:1][C:2]1([F:15])[C@@H:6]([OH:7])[CH2:5][N:4]([C:8]([O:10][C:11]([CH3:14])([CH3:13])[CH3:12])=[O:9])[CH2:3]1.F[C:17]1[C:18]([N+:23]([O-:25])=[O:24])=[N:19][CH:20]=[CH:21][CH:22]=1.C(=O)([O-])[O-].[Cs+].[Cs+]. The catalyst is C1COCC1.O. The product is [F:15][C:2]1([F:1])[C@@H:6]([O:7][C:17]2[C:18]([N+:23]([O-:25])=[O:24])=[N:19][CH:20]=[CH:21][CH:22]=2)[CH2:5][N:4]([C:8]([O:10][C:11]([CH3:12])([CH3:14])[CH3:13])=[O:9])[CH2:3]1. The yield is 0.920.